The task is: Regression. Given a peptide amino acid sequence and an MHC pseudo amino acid sequence, predict their binding affinity value. This is MHC class I binding data.. This data is from Peptide-MHC class I binding affinity with 185,985 pairs from IEDB/IMGT. The peptide sequence is SSNPVMSRF. The MHC is HLA-A30:01 with pseudo-sequence HLA-A30:01. The binding affinity (normalized) is 0.0847.